From a dataset of Full USPTO retrosynthesis dataset with 1.9M reactions from patents (1976-2016). Predict the reactants needed to synthesize the given product. Given the product [CH:16]1[C:14](=[O:15])[N:13]=[C:11]2[N:10]([CH:1]3[O:9][CH:6]([CH2:7][OH:8])[CH:4]([OH:5])[CH:2]3[O:12]2)[CH:17]=1, predict the reactants needed to synthesize it. The reactants are: [C@@H:1]1([N:10]2[CH:17]=[CH:16][C:14](=[O:15])[NH:13][C:11]2=[O:12])[O:9][C@H:6]([CH2:7][OH:8])[C@@H:4]([OH:5])[C@H:2]1O.C(=O)(OC1C=CC=CC=1)OC1C=CC=CC=1.CN(C)C=O.